From a dataset of Full USPTO retrosynthesis dataset with 1.9M reactions from patents (1976-2016). Predict the reactants needed to synthesize the given product. Given the product [F:22][C:2]([F:1])([F:21])[O:3][C:4]1[CH:5]=[CH:6][C:7]([S:10]([N:13]2[CH2:18][CH2:17][CH:16]([O:19]/[N:20]=[CH:23]/[C:25]3[CH:26]=[C:27]([CH:30]=[CH:31][CH:32]=3)[C:28]#[N:29])[CH2:15][CH2:14]2)(=[O:11])=[O:12])=[CH:8][CH:9]=1, predict the reactants needed to synthesize it. The reactants are: [F:1][C:2]([F:22])([F:21])[O:3][C:4]1[CH:9]=[CH:8][C:7]([S:10]([N:13]2[CH2:18][CH2:17][CH:16]([O:19][NH2:20])[CH2:15][CH2:14]2)(=[O:12])=[O:11])=[CH:6][CH:5]=1.[CH:23]([C:25]1[CH:26]=[C:27]([CH:30]=[CH:31][CH:32]=1)[C:28]#[N:29])=O.C(O)(=O)C.